This data is from NCI-60 drug combinations with 297,098 pairs across 59 cell lines. The task is: Regression. Given two drug SMILES strings and cell line genomic features, predict the synergy score measuring deviation from expected non-interaction effect. (1) Drug 1: CC(CN1CC(=O)NC(=O)C1)N2CC(=O)NC(=O)C2. Drug 2: CN(CCCl)CCCl.Cl. Cell line: 786-0. Synergy scores: CSS=7.92, Synergy_ZIP=-8.36, Synergy_Bliss=-6.99, Synergy_Loewe=-13.3, Synergy_HSA=-4.80. (2) Drug 1: CC1=C2C(C(=O)C3(C(CC4C(C3C(C(C2(C)C)(CC1OC(=O)C(C(C5=CC=CC=C5)NC(=O)OC(C)(C)C)O)O)OC(=O)C6=CC=CC=C6)(CO4)OC(=O)C)OC)C)OC. Drug 2: C(=O)(N)NO. Cell line: MALME-3M. Synergy scores: CSS=22.7, Synergy_ZIP=-0.800, Synergy_Bliss=-0.694, Synergy_Loewe=-3.94, Synergy_HSA=0.918. (3) Drug 1: C1CCC(C1)C(CC#N)N2C=C(C=N2)C3=C4C=CNC4=NC=N3. Drug 2: COC1=NC(=NC2=C1N=CN2C3C(C(C(O3)CO)O)O)N. Cell line: HL-60(TB). Synergy scores: CSS=-18.5, Synergy_ZIP=-11.5, Synergy_Bliss=-35.5, Synergy_Loewe=-50.8, Synergy_HSA=-43.8. (4) Cell line: M14. Drug 1: C1=NC2=C(N1)C(=S)N=C(N2)N. Drug 2: C1=CC=C(C(=C1)C(C2=CC=C(C=C2)Cl)C(Cl)Cl)Cl. Synergy scores: CSS=41.8, Synergy_ZIP=-4.99, Synergy_Bliss=-0.557, Synergy_Loewe=-22.4, Synergy_HSA=0.502. (5) Drug 1: C1=NC2=C(N=C(N=C2N1C3C(C(C(O3)CO)O)O)F)N. Drug 2: C1CNP(=O)(OC1)N(CCCl)CCCl. Cell line: NCI/ADR-RES. Synergy scores: CSS=46.4, Synergy_ZIP=-0.345, Synergy_Bliss=-2.65, Synergy_Loewe=-52.5, Synergy_HSA=-2.44. (6) Drug 2: COC1=C(C=C2C(=C1)N=CN=C2NC3=CC(=C(C=C3)F)Cl)OCCCN4CCOCC4. Synergy scores: CSS=52.3, Synergy_ZIP=8.61, Synergy_Bliss=8.91, Synergy_Loewe=1.98, Synergy_HSA=9.45. Drug 1: CC(C1=C(C=CC(=C1Cl)F)Cl)OC2=C(N=CC(=C2)C3=CN(N=C3)C4CCNCC4)N. Cell line: IGROV1. (7) Cell line: SNB-19. Drug 2: CNC(=O)C1=NC=CC(=C1)OC2=CC=C(C=C2)NC(=O)NC3=CC(=C(C=C3)Cl)C(F)(F)F. Drug 1: CC1CCC2CC(C(=CC=CC=CC(CC(C(=O)C(C(C(=CC(C(=O)CC(OC(=O)C3CCCCN3C(=O)C(=O)C1(O2)O)C(C)CC4CCC(C(C4)OC)OCCO)C)C)O)OC)C)C)C)OC. Synergy scores: CSS=14.0, Synergy_ZIP=-2.97, Synergy_Bliss=-3.82, Synergy_Loewe=-78.1, Synergy_HSA=-3.54.